Dataset: Forward reaction prediction with 1.9M reactions from USPTO patents (1976-2016). Task: Predict the product of the given reaction. (1) Given the reactants [CH3:1][Si](C=[N+]=[N-])(C)C.[CH3:8][N:9]1[CH2:14][CH2:13][N:12]([CH2:15][C:16]2[CH:24]=[CH:23][C:19]([C:20]([OH:22])=[O:21])=[CH:18][CH:17]=2)[CH2:11][CH2:10]1, predict the reaction product. The product is: [CH3:8][N:9]1[CH2:10][CH2:11][N:12]([CH2:15][C:16]2[CH:24]=[CH:23][C:19]([C:20]([O:22][CH3:1])=[O:21])=[CH:18][CH:17]=2)[CH2:13][CH2:14]1. (2) Given the reactants [O:1]1[C:5]2([CH2:10][CH2:9][NH:8][CH2:7][CH2:6]2)[O:4][CH2:3][CH2:2]1.Cl[C:12]1[CH:17]=[C:16]([CH3:18])[N:15]=[CH:14][N:13]=1.C(N(CC)C(C)C)(C)C, predict the reaction product. The product is: [CH3:18][C:16]1[N:15]=[CH:14][N:13]=[C:12]([N:8]2[CH2:9][CH2:10][C:5]3([O:4][CH2:3][CH2:2][O:1]3)[CH2:6][CH2:7]2)[CH:17]=1. (3) Given the reactants [OH:1][C:2]1[CH:7]=[N:6][N:5]([CH:8]2[CH2:13][CH2:12][CH2:11][CH2:10][O:9]2)[C:4](=[O:14])[CH:3]=1.C(N(CC)CC)C.[O:22](S(C(F)(F)F)(=O)=O)[S:23]([C:26]([F:29])([F:28])[F:27])(=O)=[O:24].C([O-])(O)=O.[Na+], predict the reaction product. The product is: [F:27][C:26]([F:29])([F:28])[S:23]([O:1][C:2]1[CH:7]=[N:6][N:5]([CH:8]2[CH2:13][CH2:12][CH2:11][CH2:10][O:9]2)[C:4](=[O:14])[CH:3]=1)(=[O:24])=[O:22]. (4) Given the reactants [Cl:1][C:2]1[CH:25]=[CH:24][C:5]([C:6]([NH:8][C:9]2[N:13]([CH2:14][CH:15]3[CH2:19][CH2:18][CH2:17][NH:16]3)[C:12]3[CH:20]=[CH:21][CH:22]=[CH:23][C:11]=3[N:10]=2)=[O:7])=[CH:4][CH:3]=1.[C:26](Cl)(=[O:29])[CH:27]=[CH2:28].[OH-].[Na+], predict the reaction product. The product is: [C:26]([N:16]1[CH2:17][CH2:18][CH2:19][CH:15]1[CH2:14][N:13]1[C:12]2[CH:20]=[CH:21][CH:22]=[CH:23][C:11]=2[N:10]=[C:9]1[NH:8][C:6](=[O:7])[C:5]1[CH:4]=[CH:3][C:2]([Cl:1])=[CH:25][CH:24]=1)(=[O:29])[CH:27]=[CH2:28]. (5) Given the reactants [CH3:1][CH:2]([C:4](=O)[CH2:5][CH:6]([CH3:8])[CH3:7])[CH3:3].[C:10](O)(=O)C.[CH:14]([NH2:16])=[NH:15], predict the reaction product. The product is: [CH:2]([C:4]1[C:5]([CH:6]([CH3:8])[CH3:7])=[CH:10][N:16]=[CH:14][N:15]=1)([CH3:3])[CH3:1]. (6) Given the reactants [CH3:1][O:2][C:3](=[O:22])[C:4]([NH:14][C:15]([O:17][C:18]([CH3:21])([CH3:20])[CH3:19])=[O:16])([C:8]1[CH:13]=[CH:12][CH:11]=[CH:10][CH:9]=1)[CH2:5][CH:6]=C.[O:23]=[O+][O-].C1C=CC(P(C2C=CC=CC=2)C2C=CC=CC=2)=CC=1, predict the reaction product. The product is: [CH3:1][O:2][C:3](=[O:22])[C:4]([NH:14][C:15]([O:17][C:18]([CH3:21])([CH3:20])[CH3:19])=[O:16])([C:8]1[CH:13]=[CH:12][CH:11]=[CH:10][CH:9]=1)[CH2:5][CH:6]=[O:23].